Dataset: Full USPTO retrosynthesis dataset with 1.9M reactions from patents (1976-2016). Task: Predict the reactants needed to synthesize the given product. The reactants are: C(OC([NH:8][C@H:9]([C:15]([O:17][CH3:18])=[O:16])[CH2:10][C:11]([CH3:14])([CH3:13])[CH3:12])=O)(C)(C)C.[F:19][C:20]([F:25])([F:24])[C:21]([OH:23])=[O:22].ClCCl. Given the product [F:19][C:20]([F:25])([F:24])[C:21]([OH:23])=[O:22].[C:11]([CH2:10][C@@H:9]([C:15]([O:17][CH3:18])=[O:16])[NH2:8])([CH3:14])([CH3:12])[CH3:13], predict the reactants needed to synthesize it.